Dataset: Forward reaction prediction with 1.9M reactions from USPTO patents (1976-2016). Task: Predict the product of the given reaction. (1) Given the reactants [NH2:1][C:2]1[CH:7]=[CH:6][C:5]([N:8]2[CH2:12][CH2:11][O:10][C:9]2=[O:13])=[CH:4][CH:3]=1.C(O[CH:17]=[C:18]([C:24](=[O:31])[NH:25][C:26](OCC)=[O:27])[C:19]([O:21][CH2:22][CH3:23])=[O:20])C.CC(C)([O-])C.[K+].Cl, predict the reaction product. The product is: [O:27]=[C:26]1[NH:25][C:24](=[O:31])[C:18]([C:19]([O:21][CH2:22][CH3:23])=[O:20])=[CH:17][N:1]1[C:2]1[CH:3]=[CH:4][C:5]([N:8]2[CH2:12][CH2:11][O:10][C:9]2=[O:13])=[CH:6][CH:7]=1. (2) Given the reactants [F:1][CH2:2][C:3]([C:5]1[CH:10]=[CH:9][CH:8]=[C:7]([CH3:11])[C:6]=1[F:12])=O.[CH3:13][C:14]([S@:17]([NH2:19])=[O:18])([CH3:16])[CH3:15], predict the reaction product. The product is: [F:1][CH2:2]/[C:3](=[N:19]/[S@@:17]([C:14]([CH3:16])([CH3:15])[CH3:13])=[O:18])/[C:5]1[CH:10]=[CH:9][CH:8]=[C:7]([CH3:11])[C:6]=1[F:12]. (3) Given the reactants C(N(CC)CC)C.[C:8]([NH:15][CH2:16][CH2:17][NH2:18])([O:10][C:11]([CH3:14])([CH3:13])[CH3:12])=[O:9].Cl[C:20]1[O:21][C:22]2[CH:28]=[CH:27][C:26]([Cl:29])=[CH:25][C:23]=2[N:24]=1, predict the reaction product. The product is: [C:11]([O:10][C:8](=[O:9])[NH:15][CH2:16][CH2:17][NH:18][C:20]1[O:21][C:22]2[CH:28]=[CH:27][C:26]([Cl:29])=[CH:25][C:23]=2[N:24]=1)([CH3:12])([CH3:13])[CH3:14]. (4) Given the reactants [H-].[H-].[H-].[H-].[Li+].[Al+3].[CH3:7][C@:8]12[CH2:25][CH2:24][C@H:23]3[C@@H:13]([CH2:14][CH:15]=[C:16]4[C@:21]3([CH3:22])[CH2:20][CH2:19][C@@H:18]([OH:26])[CH2:17]4)[C@@H:12]1[CH2:11][CH:10]=[CH:9]2.[O-]S([O-])(=O)=O.[Na+].[Na+].[CH3:34]COCC, predict the reaction product. The product is: [CH3:34][C@H:9]1[CH2:10][CH2:11][C@H:12]2[C@H:13]3[C@H:23]([CH2:24][CH2:25][C@:8]12[CH3:7])[C@:21]1([CH3:22])[C:16](=[CH:17][CH:18]([OH:26])[CH2:19][CH2:20]1)[CH2:15][CH2:14]3. (5) The product is: [CH:27]([NH:34][C:35]([NH:1][CH:2]1[CH2:6][CH2:5][N:4]([CH:7]([C:8]2[CH:13]=[CH:12][CH:11]=[CH:10][CH:9]=2)[C:14]2[CH:19]=[CH:18][CH:17]=[CH:16][CH:15]=2)[C:3]1=[O:20])=[O:36])([C:28]1[CH:29]=[CH:30][CH:31]=[CH:32][CH:33]=1)[C:21]1[CH:26]=[CH:25][CH:24]=[CH:23][CH:22]=1. Given the reactants [NH2:1][CH:2]1[CH2:6][CH2:5][N:4]([CH:7]([C:14]2[CH:19]=[CH:18][CH:17]=[CH:16][CH:15]=2)[C:8]2[CH:13]=[CH:12][CH:11]=[CH:10][CH:9]=2)[C:3]1=[O:20].[C:21]1([CH:27]([N:34]=[C:35]=[O:36])[C:28]2[CH:33]=[CH:32][CH:31]=[CH:30][CH:29]=2)[CH:26]=[CH:25][CH:24]=[CH:23][CH:22]=1, predict the reaction product. (6) The product is: [CH:24]1([CH2:23][O:22][C:6]2[CH:7]=[CH:8][C:9]3[C:10]([CH2:14][CH2:15][CH:16]4[CH2:21][CH2:20][N:19]([CH2:36][C:33]5[CH:34]=[CH:35][C:28]([F:27])=[C:29]([CH:32]=5)[C:30]#[N:31])[CH2:18][CH2:17]4)=[N:11][O:12][C:13]=3[C:5]=2[CH2:4][N:2]([CH3:3])[CH3:1])[CH2:25][CH2:26]1. Given the reactants [CH3:1][N:2]([CH2:4][C:5]1[C:13]2[O:12][N:11]=[C:10]([CH2:14][CH2:15][CH:16]3[CH2:21][CH2:20][NH:19][CH2:18][CH2:17]3)[C:9]=2[CH:8]=[CH:7][C:6]=1[O:22][CH2:23][CH:24]1[CH2:26][CH2:25]1)[CH3:3].[F:27][C:28]1[CH:35]=[CH:34][C:33]([CH:36]=O)=[CH:32][C:29]=1[C:30]#[N:31], predict the reaction product. (7) Given the reactants [CH3:1][C:2]1[C:7](=O)[CH2:6][CH2:5][C:4]([CH3:10])([CH3:9])[C:3]=1/[CH:11]=[CH:12]/[C:13]([O:15][CH3:16])=[O:14].[CH2:17]([SH:20])[CH2:18][SH:19], predict the reaction product. The product is: [CH3:1][C:2]1[C:7]2([CH2:6][CH2:5][C:4]([CH3:10])([CH3:9])[C:3]=1/[CH:11]=[CH:12]/[C:13]([O:15][CH3:16])=[O:14])[S:20][CH2:17][CH2:18][S:19]2. (8) Given the reactants C(OC(=O)[NH:7][CH2:8][CH2:9][S:10][S:11][CH2:12][CH2:13][NH:14][C:15](=[O:26])[C:16]1[CH:21]=[CH:20][C:19]([C:22]#[C:23][C:24]#[N:25])=[CH:18][CH:17]=1)(C)(C)C.[C:28]([OH:34])([C:30]([F:33])([F:32])[F:31])=[O:29], predict the reaction product. The product is: [F:31][C:30]([F:33])([F:32])[C:28]([O-:34])=[O:29].[C:24]([C:23]#[C:22][C:19]1[CH:20]=[CH:21][C:16]([C:15]([NH:14][CH2:13][CH2:12][S:11][S:10][CH2:9][CH2:8][NH3+:7])=[O:26])=[CH:17][CH:18]=1)#[N:25].